Dataset: NCI-60 drug combinations with 297,098 pairs across 59 cell lines. Task: Regression. Given two drug SMILES strings and cell line genomic features, predict the synergy score measuring deviation from expected non-interaction effect. Drug 1: C1CCC(C(C1)N)N.C(=O)(C(=O)[O-])[O-].[Pt+4]. Drug 2: CC12CCC3C(C1CCC2OP(=O)(O)O)CCC4=C3C=CC(=C4)OC(=O)N(CCCl)CCCl.[Na+]. Cell line: OVCAR-5. Synergy scores: CSS=27.5, Synergy_ZIP=-9.07, Synergy_Bliss=-1.60, Synergy_Loewe=-1.90, Synergy_HSA=0.387.